This data is from Reaction yield outcomes from USPTO patents with 853,638 reactions. The task is: Predict the reaction yield, written as a fraction of the theoretical maximum amount of product (1.0 means a 100% yield; for example, 0.34 means a 34% yield). (1) The reactants are [F:1][C:2]1[C:7]([O:8][CH3:9])=[CH:6][C:5]([O:10][CH3:11])=[C:4]([F:12])[C:3]=1[N:13]1[CH2:22][C:21]2[C:16](=[N:17][C:18]([S:23][CH3:24])=[N:19][CH:20]=2)[NH:15][C:14]1=[O:25].[CH2:26]([O:28][C:29]([CH:31]1[CH2:36][CH2:35][CH:34](O)[CH2:33][CH2:32]1)=[O:30])[CH3:27].C1(P(C2C=CC=CC=2)C2C=CC=CC=2)C=CC=CC=1.CC(OC(/N=N/C(OC(C)C)=O)=O)C. The catalyst is O1CCCC1. The product is [CH2:26]([O:28][C:29]([CH:31]1[CH2:36][CH2:35][CH:34]([N:15]2[C:16]3=[N:17][C:18]([S:23][CH3:24])=[N:19][CH:20]=[C:21]3[CH2:22][N:13]([C:3]3[C:2]([F:1])=[C:7]([O:8][CH3:9])[CH:6]=[C:5]([O:10][CH3:11])[C:4]=3[F:12])[C:14]2=[O:25])[CH2:33][CH2:32]1)=[O:30])[CH3:27]. The yield is 0.550. (2) The reactants are ClC1C(OCC)=CC=C(Cl)N=1.N1CCOCC1.Br[C:19]1[N:24]=[C:23]([N:25]2[CH2:30][CH2:29][O:28][CH2:27][CH2:26]2)[C:22]([O:31][CH2:32][CH3:33])=[CH:21][CH:20]=1.C(=O)([O-])[O-].[Na+].[Na+].[CH3:40][C:41]1[N:46]=[CH:45][C:44]([NH2:47])=[CH:43][C:42]=1B1OC(C)(C)C(C)(C)O1. The catalyst is CN1C(=O)CCC1.COCCOC.C1C=CC(P(C2C=CC=CC=2)[C-]2C=CC=C2)=CC=1.C1C=CC(P(C2C=CC=CC=2)[C-]2C=CC=C2)=CC=1.Cl[Pd]Cl.[Fe+2].C(Cl)Cl. The product is [CH2:32]([O:31][C:22]1[CH:21]=[CH:20][C:19]([C:42]2[C:41]([CH3:40])=[N:46][CH:45]=[C:44]([NH2:47])[CH:43]=2)=[N:24][C:23]=1[N:25]1[CH2:30][CH2:29][O:28][CH2:27][CH2:26]1)[CH3:33]. The yield is 0.140. (3) The reactants are Br[C:2]1[CH:15]=[CH:14][C:5]([CH2:6][CH2:7][N:8]2[CH2:13][CH2:12][O:11][CH2:10][CH2:9]2)=[CH:4][CH:3]=1.[CH3:16][C:17]1([CH3:26])[C:21]([CH3:23])([CH3:22])[O:20][B:19]([CH:24]=[CH2:25])[O:18]1.CCN(CC)CC. The catalyst is CC(C)([P](C(C)(C)C)([Pd][P](C(C)(C)C)(C(C)(C)C)C(C)(C)C)C(C)(C)C)C.C1(C)C=CC=CC=1. The product is [CH3:22][C:21]1([CH3:23])[C:17]([CH3:26])([CH3:16])[O:18][B:19](/[CH:24]=[CH:25]/[C:2]2[CH:15]=[CH:14][C:5]([CH2:6][CH2:7][N:8]3[CH2:13][CH2:12][O:11][CH2:10][CH2:9]3)=[CH:4][CH:3]=2)[O:20]1. The yield is 0.770. (4) The reactants are [NH2:1][C:2]1[CH:10]=[CH:9][CH:8]=[C:7]([F:11])[C:3]=1[C:4]([OH:6])=O.O=S(Cl)Cl.[Cl:16][C:17]1[CH:23]=[CH:22][CH:21]=[CH:20][C:18]=1[NH2:19].C(Cl)(Cl)Cl. The catalyst is C1C=CC=CC=1. The product is [NH2:1][C:2]1[CH:10]=[CH:9][CH:8]=[C:7]([F:11])[C:3]=1[C:4]([NH:19][C:18]1[CH:20]=[CH:21][CH:22]=[CH:23][C:17]=1[Cl:16])=[O:6]. The yield is 0.600. (5) The reactants are C(N(CC1C=CC=CC=1)[C@H]1CCN(CCO)C[C@H]1OC)C1C=CC=CC=1.[OH:27][CH2:28][CH2:29][N:30]1[CH2:35][CH2:34][C@@H:33]([NH:36][C:37](=[O:43])[O:38][C:39]([CH3:42])([CH3:41])[CH3:40])[C@@H:32]([O:44][CH3:45])[CH2:31]1. No catalyst specified. The product is [OH:27][CH2:28][CH2:29][N:30]1[CH2:35][CH2:34][C@H:33]([NH:36][C:37](=[O:43])[O:38][C:39]([CH3:40])([CH3:41])[CH3:42])[C@H:32]([O:44][CH3:45])[CH2:31]1. The yield is 0.680. (6) The reactants are [O:1]=[S:2]1(=[O:25])[CH2:7][CH2:6][N:5]([CH2:8][C:9]2[CH:14]=[CH:13][C:12]([C:15]3[N:20]4[N:21]=[C:22]([NH2:24])[N:23]=[C:19]4[CH:18]=[CH:17][CH:16]=3)=[CH:11][CH:10]=2)[CH2:4][CH2:3]1.Br[C:27]1[CH:32]=[CH:31][C:30]([O:33][CH3:34])=[CH:29][CH:28]=1. No catalyst specified. The product is [O:25]=[S:2]1(=[O:1])[CH2:3][CH2:4][N:5]([CH2:8][C:9]2[CH:14]=[CH:13][C:12]([C:15]3[N:20]4[N:21]=[C:22]([NH:24][C:27]5[CH:32]=[CH:31][C:30]([O:33][CH3:34])=[CH:29][CH:28]=5)[N:23]=[C:19]4[CH:18]=[CH:17][CH:16]=3)=[CH:11][CH:10]=2)[CH2:6][CH2:7]1. The yield is 0.420. (7) The reactants are [N+:1]([C:4]1[CH:9]=[CH:8][C:7]([C:10]2[NH:14][N:13]=[CH:12][CH:11]=2)=[CH:6][CH:5]=1)([O-:3])=[O:2].[Br:15]N1C(=O)CCC1=O. The catalyst is CN(C)C=O. The product is [Br:15][C:11]1[C:10]([C:7]2[CH:6]=[CH:5][C:4]([N+:1]([O-:3])=[O:2])=[CH:9][CH:8]=2)=[N:14][NH:13][CH:12]=1. The yield is 0.900. (8) The reactants are [H-].[Na+].[CH3:3][C:4]#[N:5].C[O:7][C:8](=O)[C:9]1[CH:14]=[CH:13][CH:12]=[CH:11][C:10]=1[Br:15]. The catalyst is C1COCC1. The product is [Br:15][C:10]1[CH:11]=[CH:12][CH:13]=[CH:14][C:9]=1[C:8](=[O:7])[CH2:3][C:4]#[N:5]. The yield is 0.590.